Dataset: Experimentally validated miRNA-target interactions with 360,000+ pairs, plus equal number of negative samples. Task: Binary Classification. Given a miRNA mature sequence and a target amino acid sequence, predict their likelihood of interaction. (1) The miRNA is mmu-miR-188-3p with sequence CUCCCACAUGCAGGGUUUGCA. The protein sequence of the target gene is MAAPASVMGPLGPSALGLLLLLLVVAPPRVAALVHRQPENQGISLTGSVACGRPSMEGKILGGVPAPERKWPWQVSVHYAGLHVCGGSILNEYWVLSAAHCFHRDKNIKIYDMYVGLVNLRVAGNHTQWYEVNRVILHPTYEMYHPIGGDVALVQLKTRIVFSESVLPVCLATPEVNLTSANCWATGWGLVSKQGETSDELQEMQLPLILEPWCHLLYGHMSYIMPDMLCAGDILNAKTVCEGDSGGPLVCEFNRSWLQIGIVSWGRGCSNPLYPGVYASVSYFSKWICDNIEITPTPAQ.... Result: 0 (no interaction). (2) Result: 0 (no interaction). The miRNA is bta-miR-93 with sequence CAAAGUGCUGUUCGUGCAGGUA. The protein sequence of the target gene is MSVPPLLRPPSPLLPAAAAVAAAAAALVPGSGPAPFPAPGAAPAGGISFHLQIGLSREPVLLLQDSSGDYSLAHVREMACSIVDQKFPECGFYGLYDKILLFRHDPASDNILQLVKIASDIQEGDLIEVVLSASATFEDFQIRPHALFVHSYRAPAFCDHCGEMLWGLVRQGLKCEGCGLNYHKRCAFKIPNNCSGVRRRRLSNVSLTGLGTVRTASAEFSTSVPDEPLLSPVSPGFEQKSPSESFIGREKRSNSQSYIGRPIQLDKLLMSKVKVPHTFVIHSYTRPTVCQFCKKLLKGL.... (3) Result: 1 (interaction). The miRNA is hsa-miR-1304-3p with sequence UCUCACUGUAGCCUCGAACCCC. The protein sequence of the target gene is MITLTELKCLADAQSSYHILKPWWDVFWYYITLIMLLVAVLAGALQLTQSRVLCCLPCKVEFDNHCAVPWDILKASMNTSSNPGTPLPLPLRIQNDLHRQQYSYIDAVCYEKQLHWFAKFFPYLVLLHTLIFAACSNFWLHYPSTSSRLEHFVAILHKCFDSPWTTRALSETVAEQSVRPLKLSKSKILLSSSGCSADIDSGKQSLPYPQPGLESAGIESPTSSVLDKKEGEQAKAIFEKVKRFRMHVEQKDIIYRVYLKQIIVKVILFVLIITYVPYFLTHITLEIDCSVDVQAFTGYK.... (4) The miRNA is mmu-miR-324-3p with sequence CCACUGCCCCAGGUGCUGCU. The protein sequence of the target gene is MEPGPARPRLAPAARPGWGRAAGCRRRGGPARHGRASGQEDATTAGRQAGGGVRGEGTPAAGDGLGRPLGPTPSQSRFQVDPVSENAGRAAAAAAAAAAAAAAAGAAGKETPAAGKAGGESGVAKGSEEAKGRFRVNFVDPAASSSADDSLSDAAGVGGDGPNVSFQNGGDTVLSEGSSLHSGGGSGHHQQYYYDTHTNTYYLRTFGHNTMDAVPRIDHYRHTAAQLGEKLLRPSLAELHDELEKEPFEDGFANGEESTPTRDAVVAYTAESKGVVKFGWIKGVLVRCMLNIWGVMLFIR.... Result: 1 (interaction).